From a dataset of Full USPTO retrosynthesis dataset with 1.9M reactions from patents (1976-2016). Predict the reactants needed to synthesize the given product. Given the product [OH:16][C:17]1[CH:22]=[C:21]([C@@H:23]2[NH:2][CH:3]([C:6]([OH:8])=[O:7])[CH2:4][S:5]2)[CH:20]=[CH:19][N:18]=1, predict the reactants needed to synthesize it. The reactants are: Cl.[NH2:2][C@H:3]([C:6]([OH:8])=[O:7])[CH2:4][SH:5].C([O-])(=O)C.[K+].CO.[OH:16][C:17]1[CH:22]=[C:21]([CH:23]=O)[CH:20]=[CH:19][N:18]=1.